From a dataset of Forward reaction prediction with 1.9M reactions from USPTO patents (1976-2016). Predict the product of the given reaction. (1) Given the reactants O[N:2]=[C:3]([C:12]1[CH:13]=[N:14][CH:15]=[CH:16][CH:17]=1)[C:4]([C:6]1[CH:11]=[CH:10][CH:9]=[CH:8][CH:7]=1)=O.[NH:18]([C:20](=[S:22])N)[NH2:19].Cl.[C:24]([O-])(O)=O.[Na+].C(=O)([O-])[O-].[K+].[K+].IC, predict the reaction product. The product is: [CH3:24][S:22][C:20]1[N:18]=[N:19][C:4]([C:6]2[CH:11]=[CH:10][CH:9]=[CH:8][CH:7]=2)=[C:3]([C:12]2[CH:13]=[N:14][CH:15]=[CH:16][CH:17]=2)[N:2]=1. (2) Given the reactants [Cl:1][C:2]1[CH:3]=[C:4]([C@H:8]2[O:10][C@@H:9]2[CH2:11][OH:12])[CH:5]=[CH:6][CH:7]=1.[NH:13]1[C:21]2[C:16](=[CH:17][CH:18]=[CH:19][CH:20]=2)[CH2:15][CH2:14]1, predict the reaction product. The product is: [Cl:1][C:2]1[CH:3]=[C:4]([C@H:8]([N:13]2[C:21]3[C:16](=[CH:17][CH:18]=[CH:19][CH:20]=3)[CH2:15][CH2:14]2)[C@H:9]([OH:10])[CH2:11][OH:12])[CH:5]=[CH:6][CH:7]=1. (3) Given the reactants [CH3:1][O:2][CH2:3][CH2:4][O:5][C:6]1[CH:7]=[CH:8][C:9]([N+:16]([O-])=O)=[C:10]([CH:15]=1)[C:11]([O:13][CH3:14])=[O:12], predict the reaction product. The product is: [NH2:16][C:9]1[CH:8]=[CH:7][C:6]([O:5][CH2:4][CH2:3][O:2][CH3:1])=[CH:15][C:10]=1[C:11]([O:13][CH3:14])=[O:12]. (4) Given the reactants [CH3:1][C:2]1[CH:10]=[CH:9][C:8]2[NH:7][C:6]3[CH2:11][CH2:12][N:13]4[CH:17]([C:5]=3[C:4]=2[CH:3]=1)[CH2:16][CH2:15][CH2:14]4.[H-].[Na+].[CH3:20][C:21]1([C:24]2[CH:29]=[CH:28][N:27]=[CH:26][CH:25]=2)[CH2:23][O:22]1, predict the reaction product. The product is: [CH3:1][C:2]1[CH:10]=[CH:9][C:8]2[N:7]([CH2:20][C:21]([C:24]3[CH:29]=[CH:28][N:27]=[CH:26][CH:25]=3)([OH:22])[CH3:23])[C:6]3[CH2:11][CH2:12][N:13]4[CH:17]([C:5]=3[C:4]=2[CH:3]=1)[CH2:16][CH2:15][CH2:14]4. (5) Given the reactants [CH3:1][CH2:2][CH2:3][CH2:4][O:5][CH2:6][CH:7](OCC(O)C)[CH3:8].[CH2:14]1OC1C, predict the reaction product. The product is: [CH2:6]([O:5][CH2:4][CH2:3][CH2:2][CH3:1])[CH2:7][CH2:8][CH3:14]. (6) Given the reactants [NH2:1][C@H:2]([CH2:8][C:9]1[CH:14]=[CH:13][CH:12]=[CH:11][CH:10]=1)[C@@H:3]([OH:7])[C:4]([OH:6])=[O:5].[Cl:15][Si](C)(C)[CH3:17], predict the reaction product. The product is: [ClH:15].[CH3:17][O:5][C:4](=[O:6])[C@H:3]([OH:7])[C@H:2]([NH2:1])[CH2:8][C:9]1[CH:14]=[CH:13][CH:12]=[CH:11][CH:10]=1. (7) Given the reactants [N+:1]([C:4]1[CH:8]=[C:7]([S:9]([N:12]2[C:18]3[CH:19]=[CH:20][CH:21]=[CH:22][C:17]=3[CH2:16][CH2:15][CH2:14][CH2:13]2)(=[O:11])=[O:10])[S:6][C:5]=1[C:23]#[N:24])([O-])=O.[Cl-].[NH4+].C[OH:28], predict the reaction product. The product is: [NH2:1][C:4]1[CH:8]=[C:7]([S:9]([N:12]2[C:18]3[CH:19]=[CH:20][CH:21]=[CH:22][C:17]=3[CH2:16][CH2:15][CH2:14][CH2:13]2)(=[O:11])=[O:10])[S:6][C:5]=1[C:23]([NH2:24])=[O:28].